Dataset: Catalyst prediction with 721,799 reactions and 888 catalyst types from USPTO. Task: Predict which catalyst facilitates the given reaction. (1) The catalyst class is: 7. Product: [O:1]1[CH2:6][CH2:5][CH2:4][O:3][CH:2]1[C:7]1[CH:8]=[CH:9][C:10]([C:13]2[S:21][C:20]3[C:15](=[N:16][CH:17]=[CH:18][C:19]=3[O:22][C:23]3[CH:29]=[CH:28][C:26]([NH:27][C:37]([NH:33][CH:34]4[CH2:35][CH2:36]4)=[O:43])=[CH:25][C:24]=3[F:30])[CH:14]=2)=[N:11][CH:12]=1. Reactant: [O:1]1[CH2:6][CH2:5][CH2:4][O:3][CH:2]1[C:7]1[CH:8]=[CH:9][C:10]([C:13]2[S:21][C:20]3[C:15](=[N:16][CH:17]=[CH:18][C:19]=3[O:22][C:23]3[CH:29]=[CH:28][C:26]([NH2:27])=[CH:25][C:24]=3[F:30])[CH:14]=2)=[N:11][CH:12]=1.CC[N:33]([CH:37](C)C)[CH:34]([CH3:36])[CH3:35].ClC(Cl)([O:43]C(=O)OC(Cl)(Cl)Cl)Cl.C1(N)CC1. (2) Reactant: [NH2:1][CH2:2][C:3]1[C:8](=[O:9])[N:7]2[NH:10][CH2:11][CH2:12][C:6]2=[CH:5][C:4]=1[CH2:13][CH2:14][N:15]([CH3:17])[CH3:16].[Cl:18][C:19]1[CH:20]=[C:21]([N:29]([C@H:32]2[CH2:37][CH2:36][C@H:35]([N:38]([CH3:40])[CH3:39])[CH2:34][CH2:33]2)[CH2:30][CH3:31])[C:22]([CH3:28])=[C:23]([CH:27]=1)[C:24](O)=[O:25].C(N(CC)CC)C.C1CN([P+](ON2N=NC3C=CC=CC2=3)(N2CCCC2)N2CCCC2)CC1.F[P-](F)(F)(F)(F)F. Product: [Cl:18][C:19]1[CH:20]=[C:21]([N:29]([C@H:32]2[CH2:33][CH2:34][C@H:35]([N:38]([CH3:40])[CH3:39])[CH2:36][CH2:37]2)[CH2:30][CH3:31])[C:22]([CH3:28])=[C:23]([CH:27]=1)[C:24]([NH:1][CH2:2][C:3]1[C:8](=[O:9])[N:7]2[NH:10][CH2:11][CH2:12][C:6]2=[CH:5][C:4]=1[CH2:13][CH2:14][N:15]([CH3:16])[CH3:17])=[O:25]. The catalyst class is: 16. (3) Reactant: [F:1][C:2]1[CH:7]=[CH:6][C:5]([NH:8][C:9]2[C:10]3[C:17]([CH3:18])=[C:16]([C:19]([O:21]C)=[O:20])[S:15][C:11]=3[N:12]=[CH:13][N:14]=2)=[C:4]([OH:23])[CH:3]=1.[OH-].[Na+].CO. Product: [F:1][C:2]1[CH:7]=[CH:6][C:5]([NH:8][C:9]2[C:10]3[C:17]([CH3:18])=[C:16]([C:19]([OH:21])=[O:20])[S:15][C:11]=3[N:12]=[CH:13][N:14]=2)=[C:4]([OH:23])[CH:3]=1. The catalyst class is: 1. (4) Reactant: [N:1]1[C:6]2[NH:7][CH:8]=[CH:9][C:5]=2[C:4]([NH:10][C:11]2[C:16](=[O:17])[N:15]3[C:18]4([CH2:26][CH2:25][CH2:24][CH2:23][CH2:22]4)[NH:19][C:20](=[O:21])[C:14]3=[C:13]([Cl:27])[CH:12]=2)=[N:3][CH:2]=1. The catalyst class is: 71. Product: [ClH:27].[Cl:27][C:13]1[CH:12]=[C:11]([NH:10][C:4]2[C:5]3[CH:9]=[CH:8][NH:7][C:6]=3[N:1]=[CH:2][N:3]=2)[C:16](=[O:17])[N:15]2[C:18]3([NH:19][C:20](=[O:21])[C:14]=12)[CH2:26][CH2:25][CH2:24][CH2:23][CH2:22]3. (5) Reactant: [C:1]([O:5][C:6]([N:8]1[CH2:13][CH2:12][CH2:11][C:10](=O)[CH2:9]1)=[O:7])([CH3:4])([CH3:3])[CH3:2].[NH2:15][CH2:16][CH2:17][OH:18].[BH-](OC(C)=O)(OC(C)=O)OC(C)=O.[Na+]. Product: [C:1]([O:5][C:6]([N:8]1[CH2:13][CH2:12][CH2:11][CH:10]([NH:15][CH2:16][CH2:17][OH:18])[CH2:9]1)=[O:7])([CH3:4])([CH3:3])[CH3:2]. The catalyst class is: 4. (6) Reactant: Br[C:2]1[N:3]=[C:4]2[C:10]([C:11]([NH:13][C:14]([CH3:17])([CH3:16])[CH3:15])=[O:12])=[CH:9][N:8]([CH2:18][O:19][CH2:20][CH2:21][Si:22]([CH3:25])([CH3:24])[CH3:23])[C:5]2=[N:6][CH:7]=1.[O:26]1[CH2:31][CH2:30][CH2:29][O:28][CH:27]1[CH2:32][CH2:33][N:34]1[C:42]2[C:37](=[CH:38][C:39]([O:43][CH:44]([F:46])[F:45])=[CH:40][CH:41]=2)[C:36]([Sn](CCCC)(CCCC)CCCC)=[N:35]1. Product: [O:28]1[CH2:29][CH2:30][CH2:31][O:26][CH:27]1[CH2:32][CH2:33][N:34]1[C:42]2[C:37](=[CH:38][C:39]([O:43][CH:44]([F:46])[F:45])=[CH:40][CH:41]=2)[C:36]([C:2]2[N:3]=[C:4]3[C:10]([C:11]([NH:13][C:14]([CH3:17])([CH3:16])[CH3:15])=[O:12])=[CH:9][N:8]([CH2:18][O:19][CH2:20][CH2:21][Si:22]([CH3:25])([CH3:24])[CH3:23])[C:5]3=[N:6][CH:7]=2)=[N:35]1. The catalyst class is: 441.